From a dataset of Full USPTO retrosynthesis dataset with 1.9M reactions from patents (1976-2016). Predict the reactants needed to synthesize the given product. (1) The reactants are: [NH:1]1[C:9]2[C:4](=[C:5]([C:10]3[N:11]=[C:12]([N:30]4[CH2:35][CH2:34][O:33][CH2:32][CH2:31]4)[C:13]4[S:18][C:17]([CH2:19][N:20]5[CH2:25][CH2:24][N:23]([S:26]([CH3:29])(=[O:28])=[O:27])[CH2:22][CH2:21]5)=[CH:16][C:14]=4[N:15]=3)[CH:6]=[CH:7][CH:8]=2)[CH:3]=[N:2]1.[CH3:36][S:37]([OH:40])(=[O:39])=[O:38]. Given the product [S:37]([OH:40])(=[O:39])(=[O:38])[CH3:36].[S:37]([OH:40])(=[O:39])(=[O:38])[CH3:36].[NH:1]1[C:9]2[C:4](=[C:5]([C:10]3[N:11]=[C:12]([N:30]4[CH2:31][CH2:32][O:33][CH2:34][CH2:35]4)[C:13]4[S:18][C:17]([CH2:19][N:20]5[CH2:25][CH2:24][N:23]([S:26]([CH3:29])(=[O:27])=[O:28])[CH2:22][CH2:21]5)=[CH:16][C:14]=4[N:15]=3)[CH:6]=[CH:7][CH:8]=2)[CH:3]=[N:2]1, predict the reactants needed to synthesize it. (2) Given the product [CH3:31][N:8]1[C:7]([C:1]2[CH:6]=[CH:5][CH:4]=[CH:3][CH:2]=2)=[C:11]([C:12]2[C:17](=[O:18])[CH:16]=[CH:15][N:14]([C:19]3[CH:24]=[CH:23][CH:22]=[C:21]([C:25]([F:26])([F:27])[F:28])[CH:20]=3)[N:13]=2)[CH:10]=[N:9]1, predict the reactants needed to synthesize it. The reactants are: [C:1]1([C:7]2[C:11]([C:12]3[C:17](=[O:18])[CH:16]=[CH:15][N:14]([C:19]4[CH:24]=[CH:23][CH:22]=[C:21]([C:25]([F:28])([F:27])[F:26])[CH:20]=4)[N:13]=3)=[CH:10][NH:9][N:8]=2)[CH:6]=[CH:5][CH:4]=[CH:3][CH:2]=1.IC.[C:31]([O-])([O-])=O.[K+].[K+].O. (3) Given the product [Br:11][C:12]1[S:16][C:15]2=[N:17][C:18]([C:20]([NH:10][CH2:9][C:3]3[C:4]([F:8])=[CH:5][CH:6]=[CH:7][C:2]=3[Cl:1])=[O:21])=[CH:19][N:14]2[CH:13]=1, predict the reactants needed to synthesize it. The reactants are: [Cl:1][C:2]1[CH:7]=[CH:6][CH:5]=[C:4]([F:8])[C:3]=1[CH2:9][NH2:10].[Br:11][C:12]1[S:16][C:15]2=[N:17][C:18]([C:20](O)=[O:21])=[CH:19][N:14]2[CH:13]=1. (4) Given the product [C:18]1([CH2:17][NH:6][C@@H:5]([C:4]([OH:3])=[O:9])[CH2:7][OH:8])[CH:23]=[CH:22][CH:21]=[CH:20][CH:19]=1, predict the reactants needed to synthesize it. The reactants are: Cl.C[O:3][C:4](=[O:9])[C@@H:5]([CH2:7][OH:8])[NH2:6].C(N(CC)CC)C.[CH:17](=O)[C:18]1[CH:23]=[CH:22][CH:21]=[CH:20][CH:19]=1.[BH4-].[Na+].[OH-].[Na+].[OH-].[Na+].O.CO.Cl. (5) Given the product [CH2:1]([O:3][C:4](=[O:21])[CH2:5][CH:6]([C:13]1[CH:18]=[C:17]([Cl:19])[CH:16]=[C:15]([Br:20])[CH:14]=1)[C:7]1[S:8][C:9]([CH3:12])=[CH:10][N:11]=1)[CH3:2], predict the reactants needed to synthesize it. The reactants are: [CH2:1]([O:3][C:4](=[O:21])/[CH:5]=[C:6](/[C:13]1[CH:18]=[C:17]([Cl:19])[CH:16]=[C:15]([Br:20])[CH:14]=1)\[C:7]1[S:8][C:9]([CH3:12])=[CH:10][N:11]=1)[CH3:2]. (6) Given the product [CH3:9][O:8][C:5]1[CH:6]=[CH:7][C:2]([C:23]#[C:22][Si:19]([CH3:21])([CH3:20])[CH3:18])=[CH:3][C:4]=1[CH3:10], predict the reactants needed to synthesize it. The reactants are: Br[C:2]1[CH:7]=[CH:6][C:5]([O:8][CH3:9])=[C:4]([CH3:10])[CH:3]=1.C(NC(C)C)(C)C.[CH3:18][Si:19]([C:22]#[CH:23])([CH3:21])[CH3:20]. (7) Given the product [CH3:29][N:30]([CH3:31])[CH2:32][CH2:33][NH:34][C:2]1[CH:7]=[C:6]([CH2:8][NH:9][C:10]2[CH:28]=[CH:27][CH:26]=[CH:25][C:11]=2[C:12]([NH:14][C:15]2[CH:20]=[CH:19][CH:18]=[C:17]([C:21]([F:23])([F:24])[F:22])[CH:16]=2)=[O:13])[CH:5]=[CH:4][N:3]=1, predict the reactants needed to synthesize it. The reactants are: Br[C:2]1[CH:7]=[C:6]([CH2:8][NH:9][C:10]2[CH:28]=[CH:27][CH:26]=[CH:25][C:11]=2[C:12]([NH:14][C:15]2[CH:20]=[CH:19][CH:18]=[C:17]([C:21]([F:24])([F:23])[F:22])[CH:16]=2)=[O:13])[CH:5]=[CH:4][N:3]=1.[CH3:29][N:30]([CH2:32][CH2:33][NH2:34])[CH3:31]. (8) Given the product [CH:20]([N:15]1[C:14]([C:8]2[S:9][C:10]3[CH2:11][CH2:12][O:13][C:4]4[CH:3]=[C:2]([C:37]5[CH:36]=[N:35][N:34]([CH2:33][CH2:32][OH:31])[CH:38]=5)[CH:24]=[CH:23][C:5]=4[C:6]=3[N:7]=2)=[N:18][C:17]([CH3:19])=[N:16]1)([CH3:22])[CH3:21], predict the reactants needed to synthesize it. The reactants are: Br[C:2]1[CH:24]=[CH:23][C:5]2[C:6]3[N:7]=[C:8]([C:14]4[N:15]([CH:20]([CH3:22])[CH3:21])[N:16]=[C:17]([CH3:19])[N:18]=4)[S:9][C:10]=3[CH2:11][CH2:12][O:13][C:4]=2[CH:3]=1.O1CCCCC1[O:31][CH2:32][CH2:33][N:34]1[CH:38]=[C:37](B2OC(C)(C)C(C)(C)O2)[CH:36]=[N:35]1.O1CCCCC1OC1CCCCO1.Cl. (9) The reactants are: [CH3:1][O:2][C:3]1[CH:4]=[C:5]([C:9]2[CH:18]=[CH:17][C:12]3[N:13]=[C:14]([CH3:16])[S:15][C:11]=3[CH:10]=2)[CH:6]=[N:7][CH:8]=1.[Se](=O)=[O:20]. Given the product [CH3:1][O:2][C:3]1[CH:4]=[C:5]([C:9]2[CH:18]=[CH:17][C:12]3[N:13]=[C:14]([CH:16]=[O:20])[S:15][C:11]=3[CH:10]=2)[CH:6]=[N:7][CH:8]=1, predict the reactants needed to synthesize it.